This data is from M1 muscarinic receptor antagonist screen with 61,756 compounds. The task is: Binary Classification. Given a drug SMILES string, predict its activity (active/inactive) in a high-throughput screening assay against a specified biological target. (1) The drug is Clc1ccc(Cn2c(=O)c3c(n(CCCOC)c4nc5c(nc34)cccc5)nc2)cc1. The result is 0 (inactive). (2) The molecule is O(C(CN(Cc1ccccc1)C)C)C(=O)c1cc2OCCOc2cc1. The result is 1 (active).